From a dataset of Drug-target binding data from BindingDB using IC50 measurements. Regression. Given a target protein amino acid sequence and a drug SMILES string, predict the binding affinity score between them. We predict pIC50 (pIC50 = -log10(IC50 in M); higher means more potent). Dataset: bindingdb_ic50. The drug is O=C(Cc1cccc2ccccc12)N[C@H]1CCOC1=O. The target protein (P35327) has sequence MNIKNINANEKIIDKIKTCNNNKDINQCLSEIAKIIHCEYYLFAIIYPHSIIKPDVSIIDNYPEKWRKYYDDAGLLEYDPVVDYSKSHHSPINWNVFEKKTIKKESPNVIKEAQESGLITGFSFPIHTASNGFGMLSFAHSDKDIYTDSLFLHASTNVPLMLPSLVDNYQKINTTRKKSDSILTKREKECLAWASEGKSTWDISKILGCSERTVTFHLTNTQMKLNTTNRCQSISKAILTGAINCPYLKN. The pIC50 is 5.9.